From a dataset of Reaction yield outcomes from USPTO patents with 853,638 reactions. Predict the reaction yield, written as a fraction of the theoretical maximum amount of product (1.0 means a 100% yield; for example, 0.34 means a 34% yield). The reactants are Cl.[CH3:2][NH:3]C.C[Al](C)C.C[O:10][C:11](=O)[C:12]1[CH:17]=[CH:16][C:15]([N:18]2[CH:22]=[N:21][CH:20]=[N:19]2)=[C:14]([C:23]2[N:27]([C:28]([CH3:31])([CH3:30])[CH3:29])[C:26]3[CH:32]=[CH:33][C:34]([C:36]4[CH:37]=[N:38][C:39]([NH2:42])=[N:40][CH:41]=4)=[CH:35][C:25]=3[N:24]=2)[CH:13]=1.O. The catalyst is C1(C)C=CC=CC=1. The product is [NH2:42][C:39]1[N:38]=[CH:37][C:36]([C:34]2[CH:33]=[CH:32][C:26]3[N:27]([C:28]([CH3:29])([CH3:30])[CH3:31])[C:23]([C:14]4[CH:13]=[C:12]([CH:17]=[CH:16][C:15]=4[N:18]4[CH:22]=[N:21][CH:20]=[N:19]4)[C:11]([NH:3][CH3:2])=[O:10])=[N:24][C:25]=3[CH:35]=2)=[CH:41][N:40]=1. The yield is 0.250.